Task: Predict the reaction yield, written as a fraction of the theoretical maximum amount of product (1.0 means a 100% yield; for example, 0.34 means a 34% yield).. Dataset: Reaction yield outcomes from USPTO patents with 853,638 reactions (1) The reactants are [Cl:1][C:2]1[CH:3]=[C:4]([C:8]2[N:13]3[N:14]=[C:15]([NH:17][C:18]4[CH:26]=[CH:25][C:21]([C:22]([OH:24])=O)=[CH:20][CH:19]=4)[N:16]=[C:12]3[CH:11]=[CH:10][CH:9]=2)[CH:5]=[CH:6][CH:7]=1.F[P-](F)(F)(F)(F)F.N1(OC(N(C)C)=[N+](C)C)C2N=CC=CC=2N=N1.C(N(C(C)C)CC)(C)C.[NH2:60][CH:61]1[CH2:66][CH2:65][N:64](C(OC(C)(C)C)=O)[CH2:63][CH2:62]1. The catalyst is FC(F)(F)C(O)=O.O1CCCC1.ClCCl.O1CCCC1. The product is [Cl:1][C:2]1[CH:3]=[C:4]([C:8]2[N:13]3[N:14]=[C:15]([NH:17][C:18]4[CH:19]=[CH:20][C:21]([C:22]([NH:60][CH:61]5[CH2:66][CH2:65][NH:64][CH2:63][CH2:62]5)=[O:24])=[CH:25][CH:26]=4)[N:16]=[C:12]3[CH:11]=[CH:10][CH:9]=2)[CH:5]=[CH:6][CH:7]=1. The yield is 0.170. (2) The reactants are [H-].[Na+].CN(C)C=O.Cl[C:9]1[N:14]=[CH:13][C:12]([F:15])=[CH:11][N:10]=1.[OH:16][CH:17]1[CH2:22][CH2:21][N:20]([C:23]([C@@H:25]([NH:29][C:30](=[O:36])[O:31][C:32]([CH3:35])([CH3:34])[CH3:33])[CH:26]([CH3:28])[CH3:27])=[O:24])[CH2:19][CH2:18]1. The catalyst is O. The product is [C:32]([O:31][C:30](=[O:36])[NH:29][C@H:25]([C:23]([N:20]1[CH2:21][CH2:22][CH:17]([O:16][C:9]2[N:14]=[CH:13][C:12]([F:15])=[CH:11][N:10]=2)[CH2:18][CH2:19]1)=[O:24])[CH:26]([CH3:28])[CH3:27])([CH3:34])([CH3:35])[CH3:33]. The yield is 0.430. (3) The reactants are [CH2:1]([O:3][C:4]([C:6]12[CH2:13][C:10]([NH2:14])([CH2:11][CH2:12]1)[CH2:9][CH2:8][CH2:7]2)=[O:5])[CH3:2].C(Cl)Cl.[CH3:18][C:19]1[N:24]=[C:23]([C:25](O)=[O:26])[CH:22]=[N:21][CH:20]=1.F[P-](F)(F)(F)(F)F.N1(O[P+](N(C)C)(N(C)C)N(C)C)C2C=CC=CC=2N=N1.C(N(CC)CC)C. No catalyst specified. The product is [CH2:1]([O:3][C:4]([C:6]12[CH2:13][C:10]([NH:14][C:25]([C:23]3[CH:22]=[N:21][CH:20]=[C:19]([CH3:18])[N:24]=3)=[O:26])([CH2:11][CH2:12]1)[CH2:9][CH2:8][CH2:7]2)=[O:5])[CH3:2]. The yield is 0.750. (4) The product is [F:1][C:2]1([F:9])[CH2:5][CH:4]([C:15]([CH3:16])([CH3:17])[C:22]#[N:20])[CH2:3]1. No catalyst specified. The reactants are [F:1][C:2]1([F:9])[CH2:5][CH:4](CC#N)[CH2:3]1.[Li+].CC([N-][CH:15]([CH3:17])[CH3:16])C.CI.[NH4+:20].[Cl-].[CH2:22]1COCC1. The yield is 0.410. (5) The reactants are [NH:1]1[CH:5]=[C:4]([C:6]2[CH:7]=[N:8][CH:9]=[CH:10][CH:11]=2)[N:3]=[CH:2]1.[H-].[Na+].Br[CH2:15][C:16]1[C:17]([F:31])=[C:18]([C:24]2[CH:29]=[CH:28][CH:27]=[C:26]([Cl:30])[CH:25]=2)[C:19]([O:22][CH3:23])=[CH:20][CH:21]=1. The catalyst is C1COCC1. The product is [Cl:30][C:26]1[CH:25]=[C:24]([C:18]2[C:19]([O:22][CH3:23])=[CH:20][CH:21]=[C:16]([CH2:15][N:1]3[CH:5]=[C:4]([C:6]4[CH:7]=[N:8][CH:9]=[CH:10][CH:11]=4)[N:3]=[CH:2]3)[C:17]=2[F:31])[CH:29]=[CH:28][CH:27]=1. The yield is 0.390. (6) The reactants are [Cl:1][C:2]1[C:3]([CH:14]=[O:15])=[CH:4][NH:5][C:6]=1[C:7]1[C:8]([F:13])=[N:9][CH:10]=[CH:11][CH:12]=1.[H-].[Na+].C1OCCOCCOCCOCCOC1.[N:33]1[CH:38]=[CH:37][CH:36]=[C:35]([S:39](Cl)(=[O:41])=[O:40])[CH:34]=1. The catalyst is O1CCCC1.[Cl-].[Na+].O. The product is [Cl:1][C:2]1[C:3]([CH:14]=[O:15])=[CH:4][N:5]([S:39]([C:35]2[CH:34]=[N:33][CH:38]=[CH:37][CH:36]=2)(=[O:41])=[O:40])[C:6]=1[C:7]1[C:8]([F:13])=[N:9][CH:10]=[CH:11][CH:12]=1. The yield is 0.810. (7) The reactants are [Cl:1][C:2]1[CH:10]=[C:9]2[C:5]([CH2:6][N:7]([C:12]3[C:13]([CH3:40])=[C:14]([C:18]4[C:30]5[C:29]6[CH:28]=[CH:27][C:26]([O:31][CH2:32][CH2:33][O:34][CH3:35])=[CH:25][C:24]=6[NH:23][C:22]=5[C:21]([C:36]([O:38]C)=[O:37])=[N:20][N:19]=4)[CH:15]=[CH:16][CH:17]=3)[C:8]2=[O:11])=[CH:4][CH:3]=1.O.[OH-].[Li+]. The catalyst is C1COCC1.CO.O. The product is [Cl:1][C:2]1[CH:10]=[C:9]2[C:5]([CH2:6][N:7]([C:12]3[C:13]([CH3:40])=[C:14]([C:18]4[C:30]5[C:29]6[CH:28]=[CH:27][C:26]([O:31][CH2:32][CH2:33][O:34][CH3:35])=[CH:25][C:24]=6[NH:23][C:22]=5[C:21]([C:36]([OH:38])=[O:37])=[N:20][N:19]=4)[CH:15]=[CH:16][CH:17]=3)[C:8]2=[O:11])=[CH:4][CH:3]=1. The yield is 0.423. (8) The reactants are Cl[C:2]1[N:7]=[C:6]([O:8][CH:9]2[CH2:12][N:11]([C:13]3[CH:22]=[CH:21][C:20]4[C:15](=[CH:16][CH:17]=[CH:18][CH:19]=4)[N:14]=3)[CH2:10]2)[C:5]([C:23]2[CH2:28][CH2:27][N:26]([C:29]([O:31][C:32]([CH3:35])([CH3:34])[CH3:33])=[O:30])[CH2:25][CH:24]=2)=[CH:4][N:3]=1. The catalyst is CO.[Pd]. The product is [N:14]1[C:15]2[C:20](=[CH:19][CH:18]=[CH:17][CH:16]=2)[CH:21]=[CH:22][C:13]=1[N:11]1[CH2:12][CH:9]([O:8][C:6]2[C:5]([CH:23]3[CH2:24][CH2:25][N:26]([C:29]([O:31][C:32]([CH3:35])([CH3:34])[CH3:33])=[O:30])[CH2:27][CH2:28]3)=[CH:4][N:3]=[CH:2][N:7]=2)[CH2:10]1. The yield is 0.780. (9) The reactants are C1([O:7][C:8](=O)[NH:9][CH2:10][C:11]2[CH:16]=[CH:15][CH:14]=[CH:13][C:12]=2[S:17][C:18]2[CH:19]=[CH:20][C:21]3[N:22]([C:24]([CH:27]([CH3:29])[CH3:28])=[N:25][N:26]=3)[CH:23]=2)C=CC=CC=1.[CH2:31]([NH:33][CH3:34])[CH3:32]. The catalyst is CS(C)=O. The product is [CH2:31]([N:33]([CH3:34])[C:8]([NH:9][CH2:10][C:11]1[CH:16]=[CH:15][CH:14]=[CH:13][C:12]=1[S:17][C:18]1[CH:19]=[CH:20][C:21]2[N:22]([C:24]([CH:27]([CH3:28])[CH3:29])=[N:25][N:26]=2)[CH:23]=1)=[O:7])[CH3:32]. The yield is 0.960. (10) The reactants are [Br:1][C:2]1[CH:7]=[CH:6][C:5]([O:8][CH3:9])=[CH:4][C:3]=1[N+:10]([O-])=O. The catalyst is C(O)C.[Ni]. The product is [Br:1][C:2]1[CH:7]=[CH:6][C:5]([O:8][CH3:9])=[CH:4][C:3]=1[NH2:10]. The yield is 0.860.